Dataset: Forward reaction prediction with 1.9M reactions from USPTO patents (1976-2016). Task: Predict the product of the given reaction. (1) Given the reactants Br[C:2]1[C:3]([CH:9]([C:17]2[CH:22]=[CH:21][CH:20]=[C:19]([Cl:23])[CH:18]=2)[O:10][CH:11]2[CH2:16][CH2:15][CH2:14][CH2:13][O:12]2)=[C:4]([Cl:8])[S:5][C:6]=1[Cl:7].CC[O:26][CH2:27]C.C1C[O:32]CC1, predict the reaction product. The product is: [Cl:7][C:6]1[S:5][C:4]([Cl:8])=[C:3]([CH:9]([C:17]2[CH:22]=[CH:21][CH:20]=[C:19]([Cl:23])[CH:18]=2)[O:10][CH:11]2[CH2:16][CH2:15][CH2:14][CH2:13][O:12]2)[C:2]=1[C:27]([OH:26])=[O:32]. (2) Given the reactants [OH-].[K+].[CH:3]([C:5]1[CH:6]=[C:7](/[CH:11]=[CH:12]/[C:13]([O:15][C:16]([CH3:19])([CH3:18])[CH3:17])=[O:14])[CH:8]=[CH:9][CH:10]=1)=O.[Cl:20][C:21]1[CH:22]=[C:23]([C:34](=[O:36])[CH3:35])[CH:24]=[C:25]([N:27]2[CH2:32][CH2:31][N:30]([CH3:33])[CH2:29][CH2:28]2)[CH:26]=1, predict the reaction product. The product is: [Cl:20][C:21]1[CH:22]=[C:23]([C:34](=[O:36])/[CH:35]=[CH:3]/[C:5]2[CH:6]=[C:7](/[CH:11]=[CH:12]/[C:13]([O:15][C:16]([CH3:19])([CH3:18])[CH3:17])=[O:14])[CH:8]=[CH:9][CH:10]=2)[CH:24]=[C:25]([N:27]2[CH2:28][CH2:29][N:30]([CH3:33])[CH2:31][CH2:32]2)[CH:26]=1. (3) Given the reactants [CH3:1][C:2]1[CH:3]=[C:4]([C:9]2[CH:10]=[CH:11][CH:12]=[C:13]3[C:17]=2[C:16](=O)[C:15]([CH3:25])(C2CCCCC2)[CH2:14]3)[CH:5]=[C:6]([CH3:8])[CH:7]=1.[BH4-].[Na+].CO.S(=O)(=O)(O)O, predict the reaction product. The product is: [CH3:1][C:2]1[CH:3]=[C:4]([C:9]2[CH:10]=[CH:11][CH:12]=[C:13]3[C:17]=2[CH2:16][C:15]([CH2:25][CH:2]2[CH2:3][CH2:4][CH2:5][CH2:6][CH2:7]2)=[CH:14]3)[CH:5]=[C:6]([CH3:8])[CH:7]=1. (4) Given the reactants C([O:8][CH2:9][CH2:10][CH2:11][CH2:12][N:13]([C:26]1[CH:35]=[CH:34][C:33]2[C:32]([CH3:37])([CH3:36])[CH2:31][CH2:30][C:29]([CH3:39])([CH3:38])[C:28]=2[CH:27]=1)[C:14](=[O:25])[NH:15][C:16]1[CH:24]=C[C:19](C(O)=O)=[CH:18][CH:17]=1)C1C=CC=CC=1.[H][H].[C:42]([O:45]CC)(=[O:44])[CH3:43], predict the reaction product. The product is: [OH:8][CH2:9][CH2:10][CH2:11][CH2:12][N:13]([C:26]1[CH:35]=[CH:34][C:33]2[C:32]([CH3:37])([CH3:36])[CH2:31][CH2:30][C:29]([CH3:39])([CH3:38])[C:28]=2[CH:27]=1)[C:14](=[O:25])[NH:15][C:16]1[CH:24]=[C:43]([CH:19]=[CH:18][CH:17]=1)[C:42]([OH:45])=[O:44].